This data is from Forward reaction prediction with 1.9M reactions from USPTO patents (1976-2016). The task is: Predict the product of the given reaction. (1) Given the reactants Cl.[F:2][C:3]1[CH:8]=[CH:7][C:6]([CH:9]2[CH2:14][CH2:13][NH:12][CH2:11][CH2:10]2)=[CH:5][CH:4]=1.CCN(CC)CC.[Cl:22][S:23](O)(=[O:25])=[O:24].P(Cl)(Cl)(Cl)(Cl)Cl, predict the reaction product. The product is: [F:2][C:3]1[CH:8]=[CH:7][C:6]([CH:9]2[CH2:10][CH2:11][N:12]([S:23]([Cl:22])(=[O:25])=[O:24])[CH2:13][CH2:14]2)=[CH:5][CH:4]=1. (2) Given the reactants [C:1]1([OH:7])[CH:6]=[CH:5][CH:4]=[CH:3][CH:2]=1.[H-].[Na+].CS(O[CH2:15][C:16]([NH:19][C:20]([O:22][C:23]([CH3:26])([CH3:25])[CH3:24])=[O:21])([CH3:18])[CH3:17])(=O)=O, predict the reaction product. The product is: [CH3:18][C:16]([NH:19][C:20](=[O:21])[O:22][C:23]([CH3:26])([CH3:25])[CH3:24])([CH3:15])[CH2:17][O:7][C:1]1[CH:6]=[CH:5][CH:4]=[CH:3][CH:2]=1.